The task is: Predict the product of the given reaction.. This data is from Forward reaction prediction with 1.9M reactions from USPTO patents (1976-2016). Given the reactants Cl.[F:2][C:3]1([F:8])[CH2:6][CH:5]([NH2:7])[CH2:4]1.C(Cl)Cl.[CH3:12][S:13](Cl)(=[O:15])=[O:14], predict the reaction product. The product is: [F:2][C:3]1([F:8])[CH2:6][CH:5]([NH:7][S:13]([CH3:12])(=[O:15])=[O:14])[CH2:4]1.